From a dataset of Catalyst prediction with 721,799 reactions and 888 catalyst types from USPTO. Predict which catalyst facilitates the given reaction. (1) Reactant: [CH:1]1([N:4]2[C:8]([C:9]3[CH:10]=[CH:11][C:12]4[N:13]([CH:15]=[C:16]([NH:18]C(=O)C)[N:17]=4)[N:14]=3)=[C:7]([C:22]3[CH:27]=[CH:26][C:25]([F:28])=[CH:24][CH:23]=3)[N:6]=[CH:5]2)[CH2:3][CH2:2]1.Cl.O1CCOCC1. Product: [CH:1]1([N:4]2[C:8]([C:9]3[CH:10]=[CH:11][C:12]4[N:13]([CH:15]=[C:16]([NH2:18])[N:17]=4)[N:14]=3)=[C:7]([C:22]3[CH:27]=[CH:26][C:25]([F:28])=[CH:24][CH:23]=3)[N:6]=[CH:5]2)[CH2:3][CH2:2]1. The catalyst class is: 5. (2) Reactant: O.[C@@H]1([N:11]2[C:21]3[N:20]=[C:18]([NH2:19])[NH:17][C:15](=[O:16])[C:14]=3[N:13]=[CH:12]2)O[C@H](CO)[C@@H](O)[C@H]1O.[C:22]([C:24]1[CH:31]=[CH:30][CH:29]=[CH:28][C:25]=1[CH2:26]Br)#[N:23].Cl. Product: [NH2:19][C:18]1[NH:17][C:15](=[O:16])[C:14]2[N:13]([CH2:26][C:25]3[CH:28]=[CH:29][CH:30]=[CH:31][C:24]=3[C:22]#[N:23])[CH:12]=[N:11][C:21]=2[N:20]=1. The catalyst class is: 16. (3) The catalyst class is: 3. Product: [CH2:40]([C:42]1[CH:51]=[C:50]2[C:45]([CH:46]=[C:47]([C:54]3[CH:55]=[C:56]([NH:61][C:62]4[N:63]=[C:1]([CH:2]([CH3:4])[CH3:3])[O:6][N:65]=4)[CH:57]=[CH:58][C:59]=3[CH3:60])[C:48](=[O:53])[N:49]2[CH3:52])=[CH:44][N:43]=1)[CH3:41]. Reactant: [C:1]([OH:6])(=O)[CH:2]([CH3:4])[CH3:3].CCN(C(C)C)C(C)C.CN(C(ON1N=NC2C=CC=NC1=2)=[N+](C)C)C.F[P-](F)(F)(F)(F)F.[CH2:40]([C:42]1[CH:51]=[C:50]2[C:45]([CH:46]=[C:47]([C:54]3[CH:55]=[C:56]([NH:61]/[C:62](/[NH2:65])=[N:63]/O)[CH:57]=[CH:58][C:59]=3[CH3:60])[C:48](=[O:53])[N:49]2[CH3:52])=[CH:44][N:43]=1)[CH3:41].